From a dataset of Full USPTO retrosynthesis dataset with 1.9M reactions from patents (1976-2016). Predict the reactants needed to synthesize the given product. Given the product [C:1]([O:5][C:6]([N:8]1[CH2:9][CH2:10][CH:11]([N:14]([CH:26]2[CH2:27][CH2:28][CH2:29][CH2:30][CH2:31]2)[C:15]([NH:17][C:18]2[S:19][C:20]([S:23][CH3:24])=[CH:21][N:22]=2)=[O:16])[CH2:12][CH2:13]1)=[O:7])([CH3:4])([CH3:2])[CH3:3].[CH:26]1([N:14]([CH:11]2[CH2:10][CH2:9][N:8]([C:6]([C:38]3[S:39][CH:33]=[CH:34][CH:36]=3)=[O:5])[CH2:13][CH2:12]2)[C:15]([NH:17][C:18]2[S:19][C:20]([S:23][CH3:24])=[CH:21][N:22]=2)=[O:16])[CH2:27][CH2:28][CH2:29][CH2:30][CH2:31]1, predict the reactants needed to synthesize it. The reactants are: [C:1]([O:5][C:6]([N:8]1[CH2:13][CH2:12][CH:11]([N:14]([CH:26]2[CH2:31][CH2:30][CH2:29][CH2:28][CH2:27]2)[C:15]([NH:17][C:18]2[S:19][C:20]([S:23][C:24]#N)=[CH:21][N:22]=2)=[O:16])[CH2:10][CH2:9]1)=[O:7])([CH3:4])([CH3:3])[CH3:2].S[CH2:33][C@@H:34]([C@@H:36]([CH2:38][SH:39])O)O.CI.